Dataset: Forward reaction prediction with 1.9M reactions from USPTO patents (1976-2016). Task: Predict the product of the given reaction. (1) Given the reactants C([Li])CCC.CC1(C)CCCC(C)(C)N1.[Cl:16][C:17]1[N:18]=[N:19][C:20]([O:23][CH3:24])=[CH:21][CH:22]=1.[CH:25](=[O:28])[CH2:26][CH3:27].Cl.C(=O)(O)[O-].[Na+], predict the reaction product. The product is: [Cl:16][C:17]1[N:18]=[N:19][C:20]([O:23][CH3:24])=[C:21]([CH:25]([OH:28])[CH2:26][CH3:27])[CH:22]=1. (2) Given the reactants [F:1][C@H:2]1[CH2:4][C@H:3]1[C:5]([NH:7][C:8]1[N:9]=[CH:10][C:11]2[C:16]([CH:17]=1)=[CH:15][CH:14]=[C:13](B1OC(C)(C)C(C)(C)O1)[CH:12]=2)=[O:6].Br[C:28]1[C:29]([CH2:36][OH:37])=[N:30][CH:31]=[C:32]([F:35])[C:33]=1[CH3:34].C(=O)([O-])[O-].[Na+].[Na+], predict the reaction product. The product is: [F:1][C@H:2]1[CH2:4][C@H:3]1[C:5]([NH:7][C:8]1[N:9]=[CH:10][C:11]2[C:16]([CH:17]=1)=[CH:15][CH:14]=[C:13]([C:28]1[C:29]([CH2:36][OH:37])=[N:30][CH:31]=[C:32]([F:35])[C:33]=1[CH3:34])[CH:12]=2)=[O:6]. (3) The product is: [Cl:20][C:21]1[CH:26]=[C:25]([Cl:27])[CH:24]=[CH:23][C:22]=1[C:2]1[C:7]2=[N:8][C:9]([C:12]([N:14]3[CH2:18][CH2:17][CH:16]([OH:19])[CH2:15]3)=[O:13])=[CH:10][N:11]=[C:6]2[CH:5]=[N:4][CH:3]=1. Given the reactants Br[C:2]1[C:7]2=[N:8][C:9]([C:12]([N:14]3[CH2:18][CH2:17][CH:16]([OH:19])[CH2:15]3)=[O:13])=[CH:10][N:11]=[C:6]2[CH:5]=[N:4][CH:3]=1.[Cl:20][C:21]1[CH:26]=[C:25]([Cl:27])[CH:24]=[CH:23][C:22]=1B(O)O.C(=O)([O-])[O-].[Cs+].[Cs+].O1CCOCC1, predict the reaction product. (4) Given the reactants Br[C:2]1[C:3]([N:22]2[CH2:26][CH2:25][C@@H:24]([CH2:27][NH:28]C(=O)OC(C)(C)C)[CH2:23]2)=[N:4][CH:5]=[C:6]([C:8](=[O:21])[NH:9][C:10]2[CH:15]=[CH:14][C:13]([O:16][C:17]([F:20])([F:19])[F:18])=[CH:12][CH:11]=2)[CH:7]=1.[N:36]1[CH:41]=[CH:40][CH:39]=[C:38](B(O)O)[CH:37]=1, predict the reaction product. The product is: [NH2:28][CH2:27][C@@H:24]1[CH2:25][CH2:26][N:22]([C:3]2[C:2]([C:38]3[CH:37]=[N:36][CH:41]=[CH:40][CH:39]=3)=[CH:7][C:6]([C:8]([NH:9][C:10]3[CH:15]=[CH:14][C:13]([O:16][C:17]([F:20])([F:19])[F:18])=[CH:12][CH:11]=3)=[O:21])=[CH:5][N:4]=2)[CH2:23]1. (5) Given the reactants [F:1][C:2]1[CH:7]=[CH:6][CH:5]=[CH:4][C:3]=1[C:8]1[CH:13]=[CH:12][C:11]([CH2:14][C:15]([O:17]C)=[O:16])=[CH:10][CH:9]=1.[OH-].[K+], predict the reaction product. The product is: [F:1][C:2]1[CH:7]=[CH:6][CH:5]=[CH:4][C:3]=1[C:8]1[CH:13]=[CH:12][C:11]([CH2:14][C:15]([OH:17])=[O:16])=[CH:10][CH:9]=1.